This data is from Reaction yield outcomes from USPTO patents with 853,638 reactions. The task is: Predict the reaction yield, written as a fraction of the theoretical maximum amount of product (1.0 means a 100% yield; for example, 0.34 means a 34% yield). The reactants are [C:1]([C:5]1[CH:6]=[C:7]([NH2:19])[N:8]([C:10]2[CH:15]=[CH:14][C:13]([N+:16]([O-:18])=[O:17])=[CH:12][CH:11]=2)[N:9]=1)([CH3:4])([CH3:3])[CH3:2].C1N=CN([C:25]([N:27]2C=N[CH:29]=[CH:28]2)=[O:26])C=1.[N:32]1[CH:37]=[CH:36][C:35]([O:38][C:39]2[CH:44]=CC(N)=[CH:41][CH:40]=2)=[CH:34][CH:33]=1. The catalyst is ClCCCl. The product is [C:1]([C:5]1[CH:6]=[C:7]([NH:19][C:25]([NH:27][C:28]2[CH:29]=[CH:44][C:39]([O:38][C:35]3[CH:36]=[CH:37][N:32]=[CH:33][CH:34]=3)=[CH:40][CH:41]=2)=[O:26])[N:8]([C:10]2[CH:15]=[CH:14][C:13]([N+:16]([O-:18])=[O:17])=[CH:12][CH:11]=2)[N:9]=1)([CH3:4])([CH3:2])[CH3:3]. The yield is 0.680.